Dataset: Full USPTO retrosynthesis dataset with 1.9M reactions from patents (1976-2016). Task: Predict the reactants needed to synthesize the given product. (1) Given the product [F:1][C:2]1[CH:23]=[CH:22][C:5]([CH2:6][N:7]2[C:11](=[O:12])[N:10]([C:13]3[S:14][C:15]([C:19]#[N:21])=[C:16]([CH3:18])[N:17]=3)[CH:9]=[N:8]2)=[CH:4][CH:3]=1, predict the reactants needed to synthesize it. The reactants are: [F:1][C:2]1[CH:23]=[CH:22][C:5]([CH2:6][N:7]2[C:11](=[O:12])[N:10]([C:13]3[S:14][C:15]([C:19]([NH2:21])=O)=[C:16]([CH3:18])[N:17]=3)[CH:9]=[N:8]2)=[CH:4][CH:3]=1.N1C=CC=CC=1.FC(F)(F)C(OC(=O)C(F)(F)F)=O. (2) Given the product [Cl:8][C:6]1[CH:5]=[CH:4][C:3]([S:9][CH2:22][CH2:23][CH3:24])=[C:2]([NH:1][NH2:15])[CH:7]=1, predict the reactants needed to synthesize it. The reactants are: [NH2:1][C:2]1[CH:7]=[C:6]([Cl:8])[CH:5]=[CH:4][C:3]=1[SH:9].C(SC1C=CC(F)=CC=1[NH2:15])C.I[CH2:22][CH2:23][CH3:24]. (3) Given the product [CH2:14]([N:11]1[C:6]2=[N:7][C:31]([CH2:26][CH3:27])=[C:30]([CH2:29][N:32]([CH2:36][C:37]3[CH:38]=[CH:39][CH:40]=[CH:41][CH:42]=3)[C:33]([NH2:45])=[O:35])[C:4]([NH:16][CH:17]3[CH2:18][CH2:19][O:20][CH2:21][CH2:22]3)=[C:5]2[CH:13]=[N:12]1)[CH3:15], predict the reactants needed to synthesize it. The reactants are: NCC1C(CC)=[N:7][C:6]2[N:11]([CH2:14][CH3:15])[N:12]=[CH:13][C:5]=2[C:4]=1[NH:16][CH:17]1[CH2:22][CH2:21][O:20][CH2:19][CH2:18]1.[N+]([C:26]1[CH:31]=[CH:30][C:29]([N:32]([CH2:36][C:37]2[CH:42]=[CH:41][CH:40]=[CH:39][CH:38]=2)[C:33](=[O:35])[O-])=C[CH:27]=1)([O-])=O.CC[N:45](C(C)C)C(C)C.